Predict which catalyst facilitates the given reaction. From a dataset of Catalyst prediction with 721,799 reactions and 888 catalyst types from USPTO. (1) Reactant: CCN(C(C)C)C(C)C.[C:10]1([C:16]2[CH:24]=[CH:23][C:19]([C:20](Cl)=[O:21])=[CH:18][CH:17]=2)[CH:15]=[CH:14][CH:13]=[CH:12][CH:11]=1.[CH2:25]([O:27][C:28](=[O:37])[C@@:29]([CH3:36])([C:32]([NH:34][CH3:35])=[O:33])[NH:30][CH3:31])[CH3:26].C(=O)([O-])O.[Na+]. Product: [CH2:25]([O:27][C:28](=[O:37])[C:29]([N:30]([CH3:31])[C:20]([C:19]1[CH:23]=[CH:24][C:16]([C:10]2[CH:15]=[CH:14][CH:13]=[CH:12][CH:11]=2)=[CH:17][CH:18]=1)=[O:21])([CH3:36])[C:32]([NH:34][CH3:35])=[O:33])[CH3:26]. The catalyst class is: 22. (2) Reactant: N[C:2]1[CH:9]=[CH:8][C:5]([CH2:6][OH:7])=[CH:4][CH:3]=1.Cl.N([O-])=O.[Na+].[CH-:15]1[CH:19]=[CH:18][CH:17]=[CH:16]1.[CH-:20]1[CH:24]=[CH:23][CH:22]=[CH:21]1.[Fe+2:25]. Product: [C-:15]1([C:2]2[CH:9]=[CH:8][C:5]([CH2:6][OH:7])=[CH:4][CH:3]=2)[CH:19]=[CH:18][CH:17]=[CH:16]1.[CH-:20]1[CH:24]=[CH:23][CH:22]=[CH:21]1.[Fe+2:25].[C-:15]1([C:2]2[CH:9]=[CH:8][C:5]([CH:6]=[O:7])=[CH:4][CH:3]=2)[CH:19]=[CH:18][CH:17]=[CH:16]1.[CH-:6]1[CH:5]=[CH:8][CH:9]=[CH:2]1.[Fe+2:25]. The catalyst class is: 226. (3) Reactant: [C:1]1(=[O:11])[O:6][C:4](=O)[C:3]2=[CH:7][CH:8]=[CH:9][CH:10]=[C:2]12.[CH3:12][O:13][C:14]1[CH:21]=[CH:20][C:17]([CH2:18][NH2:19])=[CH:16][CH:15]=1. Product: [CH3:12][O:13][C:14]1[CH:21]=[CH:20][C:17]([CH2:18][N:19]2[C:1](=[O:11])[C:2]3=[CH:10][CH:9]=[CH:8][CH:7]=[C:3]3[C:4]2=[O:6])=[CH:16][CH:15]=1. The catalyst class is: 15. (4) Reactant: [F:1][C:2]1[C:7]([CH:8]([OH:22])[C:9]2[C:17]3[C:16]([NH:18][CH:19]([CH3:21])[CH3:20])=[N:15][CH:14]=[N:13][C:12]=3[NH:11][CH:10]=2)=[CH:6][CH:5]=[CH:4][C:3]=1[NH:23][S:24]([CH2:27][CH2:28][CH3:29])(=[O:26])=[O:25].I(C1C=CC=CC=1C(O)=O)(=O)=O.O. Product: [F:1][C:2]1[C:7]([C:8]([C:9]2[C:17]3[C:16]([NH:18][CH:19]([CH3:21])[CH3:20])=[N:15][CH:14]=[N:13][C:12]=3[NH:11][CH:10]=2)=[O:22])=[CH:6][CH:5]=[CH:4][C:3]=1[NH:23][S:24]([CH2:27][CH2:28][CH3:29])(=[O:25])=[O:26]. The catalyst class is: 16. (5) Reactant: [F:1][C:2]([F:14])([F:13])[C:3]1[CH:8]=[CH:7][N:6]=[C:5]([C:9](OC)=[O:10])[N:4]=1.CC(C[AlH]CC(C)C)C. Product: [F:14][C:2]([F:1])([F:13])[C:3]1[CH:8]=[CH:7][N:6]=[C:5]([CH:9]=[O:10])[N:4]=1. The catalyst class is: 1.